Predict which catalyst facilitates the given reaction. From a dataset of Catalyst prediction with 721,799 reactions and 888 catalyst types from USPTO. Reactant: [Cl:1][C:2]1[C:7]([C:8](O)=[O:9])=[CH:6][N:5]=[C:4]([Cl:11])[C:3]=1[CH3:12].C(Cl)(=O)C(Cl)=O.C[N:20](C)C=O. Product: [Cl:1][C:2]1[C:7]([C:8]([NH2:20])=[O:9])=[CH:6][N:5]=[C:4]([Cl:11])[C:3]=1[CH3:12]. The catalyst class is: 4.